From a dataset of Peptide-MHC class I binding affinity with 185,985 pairs from IEDB/IMGT. Regression. Given a peptide amino acid sequence and an MHC pseudo amino acid sequence, predict their binding affinity value. This is MHC class I binding data. (1) The peptide sequence is NFLIKFLLI. The MHC is HLA-B08:01 with pseudo-sequence HLA-B08:01. The binding affinity (normalized) is 0. (2) The peptide sequence is ICSAVPVHW. The MHC is HLA-B58:01 with pseudo-sequence HLA-B58:01. The binding affinity (normalized) is 0.676. (3) The binding affinity (normalized) is 1.00. The MHC is HLA-C12:03 with pseudo-sequence YYAGYREKYRQADVSNLYLWYDSYTWAEWAYTWY. The peptide sequence is MIYNSFNPY. (4) The peptide sequence is IRLRPNGKK. The MHC is Mamu-B03 with pseudo-sequence Mamu-B03. The binding affinity (normalized) is 0.209. (5) The peptide sequence is YYFMKFRRVF. The MHC is HLA-A29:02 with pseudo-sequence HLA-A29:02. The binding affinity (normalized) is 0.905. (6) The peptide sequence is HAVWYVASF. The MHC is HLA-A03:01 with pseudo-sequence HLA-A03:01. The binding affinity (normalized) is 0.0847. (7) The peptide sequence is ILVGYMSNL. The MHC is HLA-A02:03 with pseudo-sequence HLA-A02:03. The binding affinity (normalized) is 1.00.